Predict the reactants needed to synthesize the given product. From a dataset of Full USPTO retrosynthesis dataset with 1.9M reactions from patents (1976-2016). (1) The reactants are: [CH:1]1([NH:7][CH2:8][CH2:9][OH:10])[CH2:6][CH2:5][CH2:4][CH2:3][CH2:2]1.O1CCC[CH2:12]1.IC.C(N(CC)CC)C. Given the product [CH:1]1([N:7]([CH3:12])[CH2:8][CH2:9][OH:10])[CH2:6][CH2:5][CH2:4][CH2:3][CH2:2]1, predict the reactants needed to synthesize it. (2) Given the product [Cl:16][C:17]1[CH:22]=[C:21]([O:23][CH2:24][C:25]2[CH:30]=[CH:29][CH:28]=[CH:27][CH:26]=2)[CH:20]=[C:19]([Cl:31])[C:18]=1[O:1][CH2:2][CH:3]1[CH2:8][CH2:7][N:6]([C:9]([O:11][C:12]([CH3:15])([CH3:14])[CH3:13])=[O:10])[CH2:5][CH2:4]1, predict the reactants needed to synthesize it. The reactants are: [OH:1][CH2:2][CH:3]1[CH2:8][CH2:7][N:6]([C:9]([O:11][C:12]([CH3:15])([CH3:14])[CH3:13])=[O:10])[CH2:5][CH2:4]1.[Cl:16][C:17]1[CH:22]=[C:21]([O:23][CH2:24][C:25]2[CH:30]=[CH:29][CH:28]=[CH:27][CH:26]=2)[CH:20]=[C:19]([Cl:31])[C:18]=1O.C1(P(C2C=CC=CC=2)C2C=CC=CC=2)C=CC=CC=1.N(C(OC(C)C)=O)=NC(OC(C)C)=O. (3) The reactants are: Cl.Cl.[CH:3]([N:6]1[CH2:11][CH2:10][CH:9]([O:12][C:13]2[CH:14]=[C:15]3[C:19](=[CH:20][CH:21]=2)[NH:18][C:17]([C:22]([N:24]2[CH2:29][CH2:28][NH:27][CH2:26][CH2:25]2)=[O:23])=[CH:16]3)[CH2:8][CH2:7]1)([CH3:5])[CH3:4].C(N(CC)CC)C.[CH3:37][S:38](Cl)(=[O:40])=[O:39]. Given the product [CH:3]([N:6]1[CH2:7][CH2:8][CH:9]([O:12][C:13]2[CH:14]=[C:15]3[C:19](=[CH:20][CH:21]=2)[NH:18][C:17]([C:22]([N:24]2[CH2:29][CH2:28][N:27]([S:38]([CH3:37])(=[O:40])=[O:39])[CH2:26][CH2:25]2)=[O:23])=[CH:16]3)[CH2:10][CH2:11]1)([CH3:5])[CH3:4], predict the reactants needed to synthesize it. (4) Given the product [CH3:35][N:14]([CH:11]1[CH2:12][CH2:13][NH:8][CH2:9][CH2:10]1)[C:15](=[O:34])[C:16]1[CH:21]=[CH:20][C:19]([C:22]2[NH:23][C:24](=[O:33])[C:25]3[C:30]([CH:31]=2)=[C:29]([CH3:32])[CH:28]=[CH:27][CH:26]=3)=[CH:18][CH:17]=1, predict the reactants needed to synthesize it. The reactants are: C(OC([N:8]1[CH2:13][CH2:12][CH:11]([N:14]([CH3:35])[C:15](=[O:34])[C:16]2[CH:21]=[CH:20][C:19]([C:22]3[NH:23][C:24](=[O:33])[C:25]4[C:30]([CH:31]=3)=[C:29]([CH3:32])[CH:28]=[CH:27][CH:26]=4)=[CH:18][CH:17]=2)[CH2:10][CH2:9]1)=O)(C)(C)C.C(Cl)Cl.C(O)(C(F)(F)F)=O.